From a dataset of HIV replication inhibition screening data with 41,000+ compounds from the AIDS Antiviral Screen. Binary Classification. Given a drug SMILES string, predict its activity (active/inactive) in a high-throughput screening assay against a specified biological target. (1) The drug is CC(C)c1ccc(C=Cc2cc(C(=O)NNC(=O)NC3CCCCC3)nc(S)n2)cc1. The result is 0 (inactive). (2) The molecule is CCCCCCCCCCCC1=C2ON=C2C(c2ccccn2)=C(O)C1=O. The result is 0 (inactive).